This data is from Full USPTO retrosynthesis dataset with 1.9M reactions from patents (1976-2016). The task is: Predict the reactants needed to synthesize the given product. (1) Given the product [Br:1][C:2]1[C:10]2[C:5](=[CH:6][C:7]([N+:13]([O-:15])=[O:14])=[C:8]([CH2:11][NH:43][CH2:42][C:38]3[CH:39]=[CH:40][CH:41]=[C:36]([Cl:35])[CH:37]=3)[CH:9]=2)[N:4]([C:16]([C:23]2[CH:24]=[CH:25][CH:26]=[CH:27][CH:28]=2)([C:17]2[CH:18]=[CH:19][CH:20]=[CH:21][CH:22]=2)[C:29]2[CH:30]=[CH:31][CH:32]=[CH:33][CH:34]=2)[N:3]=1, predict the reactants needed to synthesize it. The reactants are: [Br:1][C:2]1[C:10]2[C:5](=[CH:6][C:7]([N+:13]([O-:15])=[O:14])=[C:8]([CH2:11]Br)[CH:9]=2)[N:4]([C:16]([C:29]2[CH:34]=[CH:33][CH:32]=[CH:31][CH:30]=2)([C:23]2[CH:28]=[CH:27][CH:26]=[CH:25][CH:24]=2)[C:17]2[CH:22]=[CH:21][CH:20]=[CH:19][CH:18]=2)[N:3]=1.[Cl:35][C:36]1[CH:37]=[C:38]([CH2:42][NH2:43])[CH:39]=[CH:40][CH:41]=1. (2) Given the product [CH3:1][N:2]([S:15]([C:18]1[CH:19]=[N:20][CH:21]=[CH:22][CH:23]=1)(=[O:17])=[O:16])[C:3]1[CH:4]=[CH:5][CH:6]=[C:7]2[C:11]=1[NH:10][C:9]([C:12]1[S:14][CH:26]([CH2:25][C:24]([O:29][CH2:30][CH3:31])=[O:28])[CH2:27][N:13]=1)=[CH:8]2, predict the reactants needed to synthesize it. The reactants are: [CH3:1][N:2]([S:15]([C:18]1[CH:19]=[N:20][CH:21]=[CH:22][CH:23]=1)(=[O:17])=[O:16])[C:3]1[CH:4]=[CH:5][CH:6]=[C:7]2[C:11]=1[NH:10][C:9]([C:12](=[S:14])[NH2:13])=[CH:8]2.[C:24]([O:29][CH2:30][CH3:31])(=[O:28])[C:25]#[C:26][CH3:27].C(P(CCCC)CCCC)CCC.ClCCl. (3) Given the product [O:3]1[C:11]2[CH:10]=[CH:9][N:8]=[CH:7][C:6]=2[C:5]([N:12]2[CH2:13][CH2:14][N:15]([CH2:18][CH2:19][C@H:20]3[CH2:25][CH2:24][C@H:23]([NH:26][C:28](=[O:29])[CH3:27])[CH2:22][CH2:21]3)[CH2:16][CH2:17]2)=[N:4]1, predict the reactants needed to synthesize it. The reactants are: Cl.Cl.[O:3]1[C:11]2[CH:10]=[CH:9][N:8]=[CH:7][C:6]=2[C:5]([N:12]2[CH2:17][CH2:16][N:15]([CH2:18][CH2:19][C@H:20]3[CH2:25][CH2:24][C@H:23]([NH2:26])[CH2:22][CH2:21]3)[CH2:14][CH2:13]2)=[N:4]1.[CH3:27][C:28](O)=[O:29].CCN(C(C)C)C(C)C.CN(C(ON1N=NC2C=CC=CC1=2)=[N+](C)C)C.[B-](F)(F)(F)F. (4) Given the product [CH2:1]([N:2]1[C:10]2[C:5](=[CH:6][C:7]([S:11]([N:14]3[CH2:17][CH2:16][C@H:15]3[CH2:19][O:20][C:21]3[CH:22]=[CH:23][CH:24]=[CH:25][CH:26]=3)(=[O:13])=[O:12])=[CH:8][CH:9]=2)[C:4](=[O:27])[C:3]1=[O:28])[C:30]1[CH:35]=[CH:34][CH:33]=[CH:32][CH:31]=1, predict the reactants needed to synthesize it. The reactants are: [CH3:1][N:2]1[C:10]2[C:5](=[CH:6][C:7]([S:11]([N:14]3C[CH2:17][CH2:16][C@H:15]3[CH2:19][O:20][C:21]3[CH:26]=[CH:25][CH:24]=[CH:23][CH:22]=3)(=[O:13])=[O:12])=[CH:8][CH:9]=2)[C:4](=[O:27])[C:3]1=[O:28].O(C[C@@H]1CCN1S([C:30]1[CH:35]=[C:34]2[C:33](=[CH:32][CH:31]=1)NC(=O)C2=O)(=O)=O)[C:30]1[CH:35]=[CH:34][CH:33]=[CH:32][CH:31]=1.C(Br)C1C=CC=CC=1. (5) Given the product [CH:1](=[C:8]1[CH2:12][N:11]([C:13](=[O:15])[CH2:27][CH2:26][CH2:25][N:24]([CH3:31])[CH3:23])[C@H:10]([C:20]([NH:42][C:38]2[CH:37]=[C:36]3[C:41](=[CH:40][CH:39]=2)[N:32]=[CH:33][CH:34]=[CH:35]3)=[O:22])[CH2:9]1)[C:2]1[CH:3]=[CH:4][CH:5]=[CH:6][CH:7]=1, predict the reactants needed to synthesize it. The reactants are: [CH:1](=[C:8]1[CH2:12][N:11]([C:13]([O:15]C(C)(C)C)=O)[C@H:10]([C:20]([OH:22])=O)[CH2:9]1)[C:2]1[CH:7]=[CH:6][CH:5]=[CH:4][CH:3]=1.[CH3:23][N:24]([CH3:31])[CH2:25][CH2:26][CH2:27]C(Cl)=O.[N:32]1[C:41]2[C:36](=[CH:37][C:38]([NH2:42])=[CH:39][CH:40]=2)[CH:35]=[CH:34][CH:33]=1. (6) Given the product [C:1]([NH:10][C@@H:11]1[C@H:15]2[O:16][CH2:17][C@H:18]([NH:19][C:20](=[O:34])[C:21]3[CH:26]=[CH:25][CH:24]=[C:23]([O:27][C:28]4[CH:29]=[CH:30][CH:31]=[CH:32][CH:33]=4)[CH:22]=3)[C@H:14]2[O:13][CH2:12]1)(=[O:8])[C:2]1[CH:7]=[CH:6][CH:5]=[CH:4][CH:3]=1, predict the reactants needed to synthesize it. The reactants are: [C:1](O)(=[O:8])[C:2]1[CH:7]=[CH:6][CH:5]=[CH:4][CH:3]=1.[NH2:10][C@@H:11]1[C@H:15]2[O:16][CH2:17][C@H:18]([NH:19][C:20](=[O:34])[C:21]3[CH:26]=[CH:25][CH:24]=[C:23]([O:27][C:28]4[CH:33]=[CH:32][CH:31]=[CH:30][CH:29]=4)[CH:22]=3)[C@H:14]2[O:13][CH2:12]1. (7) The reactants are: [CH3:1][O:2][CH2:3][CH:4]([NH2:8])[CH2:5][O:6][CH3:7].CN(C)/[CH:11]=[C:12](/[C:18](=[O:26])[C:19]1[CH:24]=[CH:23][CH:22]=[C:21]([I:25])[CH:20]=1)\[C:13]([O:15][CH2:16][CH3:17])=[O:14].C(=O)([O-])[O-].[K+].[K+]. Given the product [CH3:1][O:2][CH2:3][CH:4]([N:8]1[C:24]2[C:19](=[CH:20][C:21]([I:25])=[CH:22][CH:23]=2)[C:18](=[O:26])[C:12]([C:13]([O:15][CH2:16][CH3:17])=[O:14])=[CH:11]1)[CH2:5][O:6][CH3:7], predict the reactants needed to synthesize it. (8) Given the product [Br:1][C:2]1[CH:7]=[CH:6][C:5]([Br:8])=[CH:4][C:3]=1[O:12][CH2:11][CH2:10][OH:13], predict the reactants needed to synthesize it. The reactants are: [Br:1][C:2]1[CH:7]=[CH:6][C:5]([Br:8])=[CH:4][C:3]=1F.[CH2:10]([OH:13])[CH2:11][OH:12].CC([O-])(C)C.[K+].O. (9) The reactants are: [Cl-].CON(C)[C:5](=[O:16])[CH2:6][C:7]1[C:12]([F:13])=[CH:11][CH:10]=[C:9]([F:14])[C:8]=1[F:15].Cl.[CH3:19]C(OC)(C)C. Given the product [F:15][C:8]1[C:9]([F:14])=[CH:10][CH:11]=[C:12]([F:13])[C:7]=1[CH2:6][C:5](=[O:16])[CH3:19], predict the reactants needed to synthesize it.